From a dataset of Catalyst prediction with 721,799 reactions and 888 catalyst types from USPTO. Predict which catalyst facilitates the given reaction. (1) Reactant: C[O:2][C:3](=O)[N:4]=[C:5](SC)[C:6]([C:20]1[CH:21]=[C:22]([CH2:30][CH3:31])[C:23]2[O:28][CH2:27][O:26][CH2:25][C:24]=2[CH:29]=1)=[N:7][C:8]1[CH:13]=[CH:12][C:11]([C:14]2[N:18]=[C:17]([CH3:19])[O:16][N:15]=2)=[CH:10][CH:9]=1.[NH:35]([C:37]1[N:42]=[CH:41][CH:40]=[CH:39][N:38]=1)[NH2:36].C(N(CC)CC)C. Product: [CH2:30]([C:22]1[C:23]2[O:28][CH2:27][O:26][CH2:25][C:24]=2[CH:29]=[C:20]([CH:6]([NH:7][C:8]2[CH:9]=[CH:10][C:11]([C:14]3[N:18]=[C:17]([CH3:19])[O:16][N:15]=3)=[CH:12][CH:13]=2)[C:5]2[NH:4][C:3](=[O:2])[N:35]([C:37]3[N:42]=[CH:41][CH:40]=[CH:39][N:38]=3)[N:36]=2)[CH:21]=1)[CH3:31]. The catalyst class is: 3. (2) Reactant: [CH3:1][O:2][C:3]([C:5]1[CH2:6][C:7]2([CH2:12][CH2:13][C:14]=1OS(C(F)(F)F)(=O)=O)[OH+:11][CH2:10][CH2:9][O:8]2)=[O:4].C(=O)([O-])[O-].[Na+].[Na+].[F:29][C:30]1[CH:35]=[C:34]([F:36])[C:33]([F:37])=[CH:32][C:31]=1B(O)O. Product: [F:29][C:30]1[CH:35]=[C:34]([F:36])[C:33]([F:37])=[CH:32][C:31]=1[C:14]1[CH2:13][CH2:12][C:7]2([O:8][CH2:9][CH2:10][O:11]2)[CH2:6][C:5]=1[C:3]([O:2][CH3:1])=[O:4]. The catalyst class is: 9. (3) Reactant: O.[CH3:2][C@@H:3]([NH:14][CH2:15][CH2:16][CH2:17][C:18]1[CH:19]=[CH:20][CH:21]=[C:22]([C:24]([F:27])([F:26])[F:25])[CH:23]=1)[C:4]1[CH:5]=[CH:6][CH:7]=[C:8]2[CH:13]=[CH:12][CH:11]=[CH:10][C:9]=12.C1(C)C=CC(C([C@@](C([O-])=O)(O)[C@@](C(C2C=CC(C)=CC=2)=O)(O)C([O-])=O)=O)=CC=1.[OH-].[Na+]. Product: [CH3:2][C@@H:3]([NH:14][CH2:15][CH2:16][CH2:17][C:18]1[CH:19]=[CH:20][CH:21]=[C:22]([C:24]([F:25])([F:26])[F:27])[CH:23]=1)[C:4]1[CH:5]=[CH:6][CH:7]=[C:8]2[CH:13]=[CH:12][CH:11]=[CH:10][C:9]=12. The catalyst class is: 13. (4) Reactant: [ClH:1].[NH2:2][C:3]([NH2:5])=[NH:4].[O-]CC.[Na+].C([O:12][C:13](=O)[CH2:14][O:15][C:16]1[CH:17]=[CH:18][C:19]2[CH2:25][CH2:24][CH2:23][CH:22]([NH:26][CH2:27][C@H:28]([OH:37])[CH2:29][O:30][C:31]3[CH:36]=[CH:35][CH:34]=[CH:33][CH:32]=3)[CH2:21][C:20]=2[CH:38]=1)C. Product: [ClH:1].[OH:37][C@H:28]([CH2:29][O:30][C:31]1[CH:32]=[CH:33][CH:34]=[CH:35][CH:36]=1)[CH2:27][NH:26][CH:22]1[CH2:21][C:20]2[CH:38]=[C:16]([O:15][CH2:14][C:13]([NH:4][C:3]([NH2:5])=[NH:2])=[O:12])[CH:17]=[CH:18][C:19]=2[CH2:25][CH2:24][CH2:23]1. The catalyst class is: 9. (5) Reactant: [Br:1][C:2]1[CH:3]=[C:4]2[C:9](=[CH:10][CH:11]=1)[O:8][C:7]([CH2:13][CH2:14][OH:15])([CH3:12])[CH2:6][C:5]2=[O:16].[Si:17](Cl)([C:20]([CH3:23])([CH3:22])[CH3:21])([CH3:19])[CH3:18].N1C=CN=C1. Product: [Br:1][C:2]1[CH:3]=[C:4]2[C:9](=[CH:10][CH:11]=1)[O:8][C:7]([CH2:13][CH2:14][O:15][Si:17]([C:20]([CH3:23])([CH3:22])[CH3:21])([CH3:19])[CH3:18])([CH3:12])[CH2:6][C:5]2=[O:16]. The catalyst class is: 4. (6) Reactant: [N:1]1([C:7]2[CH:8]=[C:9]([CH:12]=[C:13]([N+:15]([O-])=O)[CH:14]=2)[C:10]#[N:11])[CH2:6][CH2:5][O:4][CH2:3][CH2:2]1.C([O-])=O.[NH4+]. Product: [NH2:15][C:13]1[CH:12]=[C:9]([CH:8]=[C:7]([N:1]2[CH2:6][CH2:5][O:4][CH2:3][CH2:2]2)[CH:14]=1)[C:10]#[N:11]. The catalyst class is: 354.